The task is: Regression. Given two drug SMILES strings and cell line genomic features, predict the synergy score measuring deviation from expected non-interaction effect.. This data is from NCI-60 drug combinations with 297,098 pairs across 59 cell lines. (1) Drug 1: CCN(CC)CCNC(=O)C1=C(NC(=C1C)C=C2C3=C(C=CC(=C3)F)NC2=O)C. Drug 2: CC1CCC2CC(C(=CC=CC=CC(CC(C(=O)C(C(C(=CC(C(=O)CC(OC(=O)C3CCCCN3C(=O)C(=O)C1(O2)O)C(C)CC4CCC(C(C4)OC)OP(=O)(C)C)C)C)O)OC)C)C)C)OC. Cell line: SK-OV-3. Synergy scores: CSS=67.5, Synergy_ZIP=13.4, Synergy_Bliss=13.0, Synergy_Loewe=20.7, Synergy_HSA=22.2. (2) Drug 1: C1=CC(=C2C(=C1NCCNCCO)C(=O)C3=C(C=CC(=C3C2=O)O)O)NCCNCCO. Synergy scores: CSS=42.2, Synergy_ZIP=2.96, Synergy_Bliss=4.39, Synergy_Loewe=-0.894, Synergy_HSA=8.61. Cell line: NCI-H322M. Drug 2: COCCOC1=C(C=C2C(=C1)C(=NC=N2)NC3=CC=CC(=C3)C#C)OCCOC.Cl. (3) Drug 1: C1CN1P(=S)(N2CC2)N3CC3. Drug 2: C1C(C(OC1N2C=C(C(=O)NC2=O)F)CO)O. Cell line: MOLT-4. Synergy scores: CSS=82.1, Synergy_ZIP=2.52, Synergy_Bliss=2.97, Synergy_Loewe=3.26, Synergy_HSA=6.01.